Dataset: Forward reaction prediction with 1.9M reactions from USPTO patents (1976-2016). Task: Predict the product of the given reaction. (1) Given the reactants S(Cl)(Cl)=O.C(OCCC(O)=O)C.C(OCCC(Cl)=O)C.[CH2:21]([O:23][CH2:24][CH2:25][C:26]([N:28]=[C:29]=[S:30])=[O:27])[CH3:22].[Cl:31][C:32]1[CH:33]=[C:34]([CH:36]=[CH:37][C:38]=1[O:39][C:40]1[C:49]2[C:44](=[CH:45][C:46]([O:52][CH3:53])=[C:47]([O:50][CH3:51])[CH:48]=2)[N:43]=[CH:42][CH:41]=1)[NH2:35], predict the reaction product. The product is: [Cl:31][C:32]1[CH:33]=[C:34]([NH:35][C:29]([NH:28][C:26](=[O:27])[CH2:25][CH2:24][O:23][CH2:21][CH3:22])=[S:30])[CH:36]=[CH:37][C:38]=1[O:39][C:40]1[C:49]2[C:44](=[CH:45][C:46]([O:52][CH3:53])=[C:47]([O:50][CH3:51])[CH:48]=2)[N:43]=[CH:42][CH:41]=1. (2) Given the reactants [CH3:1][C:2]1[CH2:3][CH2:4][C@@H:5]([C:7]([O:9][CH3:10])=[O:8])[N:6]=1, predict the reaction product. The product is: [CH3:1][C@@H:2]1[NH:6][C@H:5]([C:7]([O:9][CH3:10])=[O:8])[CH2:4][CH2:3]1. (3) Given the reactants Br[C:2]1[CH:3]=[C:4]2[C:9](=[CH:10][CH:11]=1)[N:8]=[CH:7][C:6]([C:12](=[O:16])[CH2:13][CH2:14][CH3:15])=[C:5]2[NH:17][C@H:18]1[CH2:23][CH2:22][C@H:21]([NH:24][C:25](=[O:31])[O:26][C:27]([CH3:30])([CH3:29])[CH3:28])[CH2:20][CH2:19]1.[Cl:32][C:33]1[CH:38]=[C:37](B2OC(C)(C)C(C)(C)O2)[CH:36]=[C:35]([Cl:48])[C:34]=1[OH:49], predict the reaction product. The product is: [C:12]([C:6]1[CH:7]=[N:8][C:9]2[C:4]([C:5]=1[NH:17][C@H:18]1[CH2:23][CH2:22][C@H:21]([NH:24][C:25](=[O:31])[O:26][C:27]([CH3:30])([CH3:29])[CH3:28])[CH2:20][CH2:19]1)=[CH:3][C:2]([C:37]1[CH:38]=[C:33]([Cl:32])[C:34]([OH:49])=[C:35]([Cl:48])[CH:36]=1)=[CH:11][CH:10]=2)(=[O:16])[CH2:13][CH2:14][CH3:15]. (4) The product is: [CH3:20][C:19]1[N:18]([C:12]2[CH:17]=[CH:16][CH:15]=[CH:14][CH:13]=2)[C:2]2[C:3]([CH3:11])=[CH:4][CH:5]=[CH:6][C:7]=2[N:8]=1. Given the reactants Br[C:2]1[C:7]([N+:8]([O-])=O)=[CH:6][CH:5]=[CH:4][C:3]=1[CH3:11].[C:12]1([NH:18][C:19](=O)[CH3:20])[CH:17]=[CH:16][CH:15]=[CH:14][CH:13]=1.P([O-])([O-])([O-])=O.[K+].[K+].[K+], predict the reaction product. (5) Given the reactants [CH2:1]([O:8][C:9]([NH:11][C@@H:12]([C:14]([OH:16])=[O:15])[CH3:13])=[O:10])[C:2]1[CH:7]=[CH:6][CH:5]=[CH:4][CH:3]=1.[CH2:17]=O, predict the reaction product. The product is: [CH2:1]([O:8][C:9]([N:11]1[C@H:12]([CH3:13])[C:14](=[O:16])[O:15][CH2:17]1)=[O:10])[C:2]1[CH:3]=[CH:4][CH:5]=[CH:6][CH:7]=1.